Dataset: Rat liver microsome stability data. Task: Regression/Classification. Given a drug SMILES string, predict its absorption, distribution, metabolism, or excretion properties. Task type varies by dataset: regression for continuous measurements (e.g., permeability, clearance, half-life) or binary classification for categorical outcomes (e.g., BBB penetration, CYP inhibition). Dataset: rlm. (1) The drug is CS(=O)(=O)CCCOc1ccc2c(c1)CCC1(CCN(C3CCC3)CC1)O2. The result is 0 (unstable in rat liver microsomes). (2) The molecule is CCn1nnc2c(N3CCOCC3)nc(-c3ccc(NC(=O)Nc4ccnc(C)c4)cc3)nc21. The result is 1 (stable in rat liver microsomes). (3) The molecule is CCOc1cc(NC(=O)C2(NC(=O)c3ccc4c(C5CCCC5)c(-c5ncc(Cl)cn5)n(C)c4c3)CCC2)ccc1C=CC(=O)OCC(Cl)(Cl)Cl. The result is 1 (stable in rat liver microsomes). (4) The drug is CNC[C@H](C)CN1c2ccccc2N(c2ccccc2F)S1(=O)=O. The result is 1 (stable in rat liver microsomes). (5) The drug is O=C1C2CCCN2C(=O)N1CCCCNCCOc1ccccc1. The result is 1 (stable in rat liver microsomes).